This data is from Forward reaction prediction with 1.9M reactions from USPTO patents (1976-2016). The task is: Predict the product of the given reaction. (1) The product is: [CH3:11][C:12]1[CH:13]=[C:14]([N:18]2[N:22]=[N:21][C:20]([C:23](=[O:25])[CH3:4])=[N:19]2)[CH:15]=[CH:16][CH:17]=1. Given the reactants C[Mg]Br.[CH2:4](N(CC)CC)C.[CH3:11][C:12]1[CH:13]=[C:14]([N:18]2[N:22]=[N:21][C:20]([C:23]([O:25]CC)=O)=[N:19]2)[CH:15]=[CH:16][CH:17]=1.Cl, predict the reaction product. (2) The product is: [C:1]([O:4][C:5]1[CH:13]=[CH:12][CH:11]=[C:10]2[C:6]=1[CH:7]=[C:8]([C:15](=[O:34])[NH:16][C:17]1[CH:22]=[CH:21][C:20]([C:36]3[N:37]=[C:38]([C@H:46]4[CH2:47][CH2:48][C@H:49]([N:52]5[CH2:53][CH2:54][N:55]([CH3:58])[CH2:56][CH2:57]5)[CH2:50][CH2:51]4)[N:39]4[CH:44]=[CH:43][N:42]=[C:41]([CH3:45])[C:40]=34)=[CH:19][C:18]=1[O:32][CH3:33])[N:9]2[CH3:14])(=[O:3])[CH3:2]. Given the reactants [C:1]([O:4][C:5]1[CH:13]=[CH:12][CH:11]=[C:10]2[C:6]=1[CH:7]=[C:8]([C:15](=[O:34])[NH:16][C:17]1[CH:22]=[CH:21][C:20](B3OC(C)(C)C(C)(C)O3)=[CH:19][C:18]=1[O:32][CH3:33])[N:9]2[CH3:14])(=[O:3])[CH3:2].Br[C:36]1[N:37]=[C:38]([C@H:46]2[CH2:51][CH2:50][C@H:49]([N:52]3[CH2:57][CH2:56][N:55]([CH3:58])[CH2:54][CH2:53]3)[CH2:48][CH2:47]2)[N:39]2[CH:44]=[CH:43][N:42]=[C:41]([CH3:45])[C:40]=12, predict the reaction product. (3) Given the reactants [CH:1]1([CH:6]2[C:15]3[C:14](=[O:16])[CH2:13][C:12]([CH3:18])([CH3:17])[CH2:11][C:10]=3[NH:9][C:8]([CH:19]([CH3:21])[CH3:20])=[C:7]2[C:22](=[O:33])[C:23]2[CH:28]=[CH:27][C:26]([C:29]([F:32])([F:31])[F:30])=[CH:25][CH:24]=2)[CH2:5][CH2:4][CH2:3][CH2:2]1.ClC1C(=O)C(C#N)=C(C#N)C(=O)C=1Cl, predict the reaction product. The product is: [CH:1]1([C:6]2[C:15]3[C:14](=[O:16])[CH2:13][C:12]([CH3:17])([CH3:18])[CH2:11][C:10]=3[N:9]=[C:8]([CH:19]([CH3:21])[CH3:20])[C:7]=2[C:22](=[O:33])[C:23]2[CH:28]=[CH:27][C:26]([C:29]([F:30])([F:31])[F:32])=[CH:25][CH:24]=2)[CH2:2][CH2:3][CH2:4][CH2:5]1. (4) Given the reactants [F:1][C:2]1[CH:10]=[C:9]([F:11])[CH:8]=[C:7]([F:12])[C:3]=1[C:4]([Cl:6])=[O:5].[CH3:13][N:14]([CH3:28])[CH:15]1[CH2:20][CH2:19][C:18]([C:21]2[N:26]=[C:25]([NH2:27])[CH:24]=[CH:23][CH:22]=2)=[CH:17][CH2:16]1, predict the reaction product. The product is: [ClH:6].[ClH:6].[CH3:13][N:14]([CH3:28])[CH:15]1[CH2:20][CH2:19][C:18]([C:21]2[N:26]=[C:25]([NH:27][C:4](=[O:5])[C:3]3[C:2]([F:1])=[CH:10][C:9]([F:11])=[CH:8][C:7]=3[F:12])[CH:24]=[CH:23][CH:22]=2)=[CH:17][CH2:16]1.